This data is from Catalyst prediction with 721,799 reactions and 888 catalyst types from USPTO. The task is: Predict which catalyst facilitates the given reaction. (1) Reactant: C(OC(=O)[NH:7][C:8]1[CH:13]=[CH:12][C:11]([C:14]2[CH:19]=[CH:18][CH:17]=[CH:16][C:15]=2[Cl:20])=[CH:10][C:9]=1[NH2:21])(C)(C)C.CC1(C)O[C:28]([C:30]2[CH:31]=[C:32]([CH:35]=[CH:36][CH:37]=2)[C:33]#[N:34])=[CH:27][C:26](=[O:38])O1.C(O)(C(F)(F)F)=O. Product: [Cl:20][C:15]1[CH:16]=[CH:17][CH:18]=[CH:19][C:14]=1[C:11]1[CH:12]=[CH:13][C:8]2[N:7]=[C:28]([C:30]3[CH:31]=[C:32]([CH:35]=[CH:36][CH:37]=3)[C:33]#[N:34])[CH2:27][C:26](=[O:38])[NH:21][C:9]=2[CH:10]=1. The catalyst class is: 2. (2) Reactant: [C:1]([O:5][C:6](=[O:20])[NH:7][CH2:8][C:9]1[CH:14]=[C:13]([N+:15]([O-])=O)[CH:12]=[CH:11][C:10]=1[C:18]#[N:19])([CH3:4])([CH3:3])[CH3:2].C(O)C.[Cl-].[NH4+]. Product: [C:1]([O:5][C:6](=[O:20])[NH:7][CH2:8][C:9]1[CH:14]=[C:13]([NH2:15])[CH:12]=[CH:11][C:10]=1[C:18]#[N:19])([CH3:4])([CH3:2])[CH3:3]. The catalyst class is: 150.